This data is from NCI-60 drug combinations with 297,098 pairs across 59 cell lines. The task is: Regression. Given two drug SMILES strings and cell line genomic features, predict the synergy score measuring deviation from expected non-interaction effect. (1) Drug 1: CC1=C2C(C(=O)C3(C(CC4C(C3C(C(C2(C)C)(CC1OC(=O)C(C(C5=CC=CC=C5)NC(=O)OC(C)(C)C)O)O)OC(=O)C6=CC=CC=C6)(CO4)OC(=O)C)OC)C)OC. Drug 2: CCC1=CC2CC(C3=C(CN(C2)C1)C4=CC=CC=C4N3)(C5=C(C=C6C(=C5)C78CCN9C7C(C=CC9)(C(C(C8N6C)(C(=O)OC)O)OC(=O)C)CC)OC)C(=O)OC.C(C(C(=O)O)O)(C(=O)O)O. Cell line: M14. Synergy scores: CSS=69.9, Synergy_ZIP=9.43, Synergy_Bliss=10.6, Synergy_Loewe=-0.338, Synergy_HSA=14.0. (2) Drug 1: CC12CCC3C(C1CCC2=O)CC(=C)C4=CC(=O)C=CC34C. Drug 2: CN(C)N=NC1=C(NC=N1)C(=O)N. Cell line: OVCAR-5. Synergy scores: CSS=22.9, Synergy_ZIP=5.94, Synergy_Bliss=1.38, Synergy_Loewe=-12.8, Synergy_HSA=1.05. (3) Drug 1: CCC1=CC2CC(C3=C(CN(C2)C1)C4=CC=CC=C4N3)(C5=C(C=C6C(=C5)C78CCN9C7C(C=CC9)(C(C(C8N6C)(C(=O)OC)O)OC(=O)C)CC)OC)C(=O)OC.C(C(C(=O)O)O)(C(=O)O)O. Drug 2: C1=NC2=C(N1)C(=S)N=C(N2)N. Cell line: U251. Synergy scores: CSS=51.4, Synergy_ZIP=-5.17, Synergy_Bliss=-1.95, Synergy_Loewe=-2.99, Synergy_HSA=0.590. (4) Synergy scores: CSS=35.3, Synergy_ZIP=1.44, Synergy_Bliss=-3.51, Synergy_Loewe=-16.9, Synergy_HSA=-5.09. Drug 1: CC1OCC2C(O1)C(C(C(O2)OC3C4COC(=O)C4C(C5=CC6=C(C=C35)OCO6)C7=CC(=C(C(=C7)OC)O)OC)O)O. Drug 2: CC1=C(C(CCC1)(C)C)C=CC(=CC=CC(=CC(=O)O)C)C. Cell line: NCIH23. (5) Drug 1: CCC1=CC2CC(C3=C(CN(C2)C1)C4=CC=CC=C4N3)(C5=C(C=C6C(=C5)C78CCN9C7C(C=CC9)(C(C(C8N6C)(C(=O)OC)O)OC(=O)C)CC)OC)C(=O)OC.C(C(C(=O)O)O)(C(=O)O)O. Drug 2: N.N.Cl[Pt+2]Cl. Cell line: ACHN. Synergy scores: CSS=17.3, Synergy_ZIP=-8.93, Synergy_Bliss=-2.13, Synergy_Loewe=-16.0, Synergy_HSA=-1.20. (6) Drug 1: CC1=CC=C(C=C1)C2=CC(=NN2C3=CC=C(C=C3)S(=O)(=O)N)C(F)(F)F. Drug 2: COC1=NC(=NC2=C1N=CN2C3C(C(C(O3)CO)O)O)N. Cell line: MALME-3M. Synergy scores: CSS=-7.01, Synergy_ZIP=2.12, Synergy_Bliss=-0.433, Synergy_Loewe=-9.83, Synergy_HSA=-9.56. (7) Drug 1: CNC(=O)C1=CC=CC=C1SC2=CC3=C(C=C2)C(=NN3)C=CC4=CC=CC=N4. Drug 2: C1CN(CCN1C(=O)CCBr)C(=O)CCBr. Cell line: NCI/ADR-RES. Synergy scores: CSS=16.9, Synergy_ZIP=-1.65, Synergy_Bliss=1.94, Synergy_Loewe=1.87, Synergy_HSA=1.43. (8) Drug 1: C1CCC(C1)C(CC#N)N2C=C(C=N2)C3=C4C=CNC4=NC=N3. Drug 2: C1=CN(C=N1)CC(O)(P(=O)(O)O)P(=O)(O)O. Cell line: DU-145. Synergy scores: CSS=7.82, Synergy_ZIP=-2.26, Synergy_Bliss=4.98, Synergy_Loewe=1.43, Synergy_HSA=5.13.